From a dataset of Reaction yield outcomes from USPTO patents with 853,638 reactions. Predict the reaction yield, written as a fraction of the theoretical maximum amount of product (1.0 means a 100% yield; for example, 0.34 means a 34% yield). (1) The reactants are [C:1]12([CH2:11][O:12][C:13]3[C:22]([CH:23]4[CH2:25][CH2:24]4)=[CH:21][C:16]4[C:17]([NH2:20])=[N:18][O:19][C:15]=4[CH:14]=3)[CH2:10][CH:5]3[CH2:6][CH:7]([CH2:9][CH:3]([CH2:4]3)[CH2:2]1)[CH2:8]2.[CH3:26][S:27](Cl)(=[O:29])=[O:28].C(N(CC)CC)C. The catalyst is C(Cl)Cl. The product is [C:1]12([CH2:11][O:12][C:13]3[C:22]([CH:23]4[CH2:24][CH2:25]4)=[CH:21][C:16]4[C:17]([NH:20][S:27]([CH3:26])(=[O:29])=[O:28])=[N:18][O:19][C:15]=4[CH:14]=3)[CH2:2][CH:3]3[CH2:4][CH:5]([CH2:6][CH:7]([CH2:9]3)[CH2:8]1)[CH2:10]2. The yield is 0.400. (2) The reactants are Br[C:2]1[CH:11]=[CH:10][C:9]([N+:12]([O-])=O)=[C:8]2[C:3]=1[CH2:4][CH2:5][N:6]([CH3:15])[CH2:7]2. The catalyst is [Pd].CO.C(N(CC)CC)C. The product is [CH3:15][N:6]1[CH2:5][CH2:4][C:3]2[C:8](=[C:9]([NH2:12])[CH:10]=[CH:11][CH:2]=2)[CH2:7]1. The yield is 0.890. (3) The reactants are C([O-])([O-])=O.[K+].[K+].[CH3:7][N:8]([CH3:26])[C:9]1[CH:18]=[C:17]2[C:12]([C:13]([C:20]#[C:21][Si](C)(C)C)=[CH:14][C:15](=[O:19])[O:16]2)=[CH:11][CH:10]=1. The catalyst is CO.C(Cl)Cl.C(Cl)(Cl)Cl. The product is [CH3:7][N:8]([CH3:26])[C:9]1[CH:18]=[C:17]2[C:12]([C:13]([C:20]#[CH:21])=[CH:14][C:15](=[O:19])[O:16]2)=[CH:11][CH:10]=1. The yield is 0.970. (4) The yield is 0.830. The reactants are C=[CH:2][C:3]1[CH:8]=[CH:7][CH:6]=[CH:5][CH:4]=1.[CH:9]1[CH:14]=[C:13](Cl)[CH:12]=[C:11]([C:16]([O:18]O)=O)[CH:10]=1. The product is [CH:6]1[CH:5]=[CH:4][C:3]([C@H:2]2[O:18][C@@H:16]2[C:11]2[CH:12]=[CH:13][CH:14]=[CH:9][CH:10]=2)=[CH:8][CH:7]=1. The catalyst is Cl[Ru](=C1N(C2C(C)=CC(C)=CC=2C)CCN1C1C(C)=CC(C)=CC=1C)(Cl)(=CC1C=CC=CC=1)[P](C1CCCCC1)(C1CCCCC1)C1CCCCC1. (5) The reactants are C([O:3][C:4]([C:6]1[C:15](=[O:16])[N:14]2[C:9]([C:10]([CH3:32])=[C:11]([N:18]3[CH2:22][CH2:21][CH:20]([O:23][C:24]([N:26]4[CH2:31][CH2:30][NH:29][CH2:28][CH2:27]4)=[O:25])[CH2:19]3)[C:12]([F:17])=[CH:13]2)=[C:8]([CH:33]2[CH2:35][CH2:34]2)[CH:7]=1)=[O:5])C.O[Li].O.FC(F)(F)C(O)=O. The catalyst is C(O)C.O. The product is [CH:33]1([C:8]2[CH:7]=[C:6]([C:4]([OH:5])=[O:3])[C:15](=[O:16])[N:14]3[C:9]=2[C:10]([CH3:32])=[C:11]([N:18]2[CH2:22][CH2:21][CH:20]([O:23][C:24]([N:26]4[CH2:31][CH2:30][NH:29][CH2:28][CH2:27]4)=[O:25])[CH2:19]2)[C:12]([F:17])=[CH:13]3)[CH2:35][CH2:34]1. The yield is 1.00.